Predict which catalyst facilitates the given reaction. From a dataset of Catalyst prediction with 721,799 reactions and 888 catalyst types from USPTO. (1) Reactant: C([O:4][CH2:5][C:6]1[O:10][N:9]=[C:8]([CH3:11])[C:7]=1[C:12]1[C:13]([C:18](=[O:26])[C:19]2[CH:24]=[CH:23][C:22]([Cl:25])=[CH:21][CH:20]=2)=[N:14][N:15]([CH3:17])[CH:16]=1)(=O)C.[OH-].[Na+].C(Cl)Cl. Product: [Cl:25][C:22]1[CH:23]=[CH:24][C:19]([C:18]([C:13]2[C:12]([C:7]3[C:8]([CH3:11])=[N:9][O:10][C:6]=3[CH2:5][OH:4])=[CH:16][N:15]([CH3:17])[N:14]=2)=[O:26])=[CH:20][CH:21]=1. The catalyst class is: 1. (2) Reactant: C([NH:4][C:5]1[NH:6][C:7](=O)[C:8]2[N:14]=[C:13]([Cl:15])[CH:12]=[CH:11][C:9]=2[N:10]=1)(=O)C.C(N(C(C)C)CC)(C)C.P(Cl)(Cl)(Cl)=O.[NH:31]1[CH2:36][CH2:35][O:34][CH2:33][CH2:32]1. Product: [NH2:4][C:5]1[N:6]=[C:7]([N:31]2[CH2:36][CH2:35][O:34][CH2:33][CH2:32]2)[C:8]2[N:14]=[C:13]([Cl:15])[CH:12]=[CH:11][C:9]=2[N:10]=1. The catalyst class is: 12. (3) Reactant: [CH2:1]([NH:3][C:4]1[C:9]([C:10](OCC)=[O:11])=[CH:8][N:7]=[C:6]([S:15][CH3:16])[N:5]=1)[CH3:2]. Product: [CH2:1]([NH:3][C:4]1[C:9]([CH2:10][OH:11])=[CH:8][N:7]=[C:6]([S:15][CH3:16])[N:5]=1)[CH3:2]. The catalyst class is: 1. (4) Reactant: [C:1]1([CH3:20])[CH:6]=[CH:5][CH:4]=[C:3]([C:7]#[C:8][C:9]2[C:10]3[O:17][C:16]([CH:18]=O)=[CH:15][C:11]=3[CH:12]=[N:13][CH:14]=2)[CH:2]=1.[S:21]1[CH2:27][C:25](=[O:26])[NH:24][C:22]1=[S:23].C([O-])(=O)C.[Na+]. Product: [S:23]=[C:22]1[NH:24][C:25](=[O:26])[CH:27]([CH2:18][C:16]2[O:17][C:10]3[C:9]([C:8]#[C:7][C:3]4[CH:2]=[C:1]([CH3:20])[CH:6]=[CH:5][CH:4]=4)=[CH:14][N:13]=[CH:12][C:11]=3[CH:15]=2)[S:21]1. The catalyst class is: 15. (5) Reactant: [Br:1][C:2]1[CH:8]=[C:7]([N+:9]([O-])=O)[C:5]([NH2:6])=[C:4]([CH3:12])[CH:3]=1.[Cl-].[Cl-].[Ca+2]. Product: [Br:1][C:2]1[CH:8]=[C:7]([NH2:9])[C:5]([NH2:6])=[C:4]([CH3:12])[CH:3]=1. The catalyst class is: 314. (6) Reactant: [F:1][C:2]1([F:35])[CH2:8][N:7]([CH2:9][CH2:10][C:11]2[CH:16]=[CH:15][CH:14]=[CH:13][CH:12]=2)[C:6]2[N:17]=[C:18]([NH:21][C:22]3[CH:30]=[CH:29][C:25]([C:26]([OH:28])=O)=[CH:24][C:23]=3[O:31][CH3:32])[N:19]=[CH:20][C:5]=2[N:4]([CH3:33])[C:3]1=[O:34].C([N:38](C(C)C)C(C)C)C.[Cl-].[NH4+]. Product: [F:35][C:2]1([F:1])[CH2:8][N:7]([CH2:9][CH2:10][C:11]2[CH:12]=[CH:13][CH:14]=[CH:15][CH:16]=2)[C:6]2[N:17]=[C:18]([NH:21][C:22]3[CH:30]=[CH:29][C:25]([C:26]([NH2:38])=[O:28])=[CH:24][C:23]=3[O:31][CH3:32])[N:19]=[CH:20][C:5]=2[N:4]([CH3:33])[C:3]1=[O:34]. The catalyst class is: 9. (7) Reactant: [CH:1]1([C@@H:4]([N:6]([CH2:30][C:31]2[CH:36]=[CH:35][C:34]([F:37])=[CH:33][CH:32]=2)[C:7](=[O:29])[CH2:8][N:9]2[C:13](=[O:14])[C:12]3([C:22]4[C:17](=[C:18]([O:26][CH3:27])[C:19]([N+:23]([O-])=O)=[CH:20][CH:21]=4)[CH2:16][CH2:15]3)[O:11][C:10]2=[O:28])[CH3:5])[CH2:3][CH2:2]1. Product: [NH2:23][C:19]1[C:18]([O:26][CH3:27])=[C:17]2[C:22](=[CH:21][CH:20]=1)[C:12]1([O:11][C:10](=[O:28])[N:9]([CH2:8][C:7]([N:6]([C@H:4]([CH:1]3[CH2:3][CH2:2]3)[CH3:5])[CH2:30][C:31]3[CH:36]=[CH:35][C:34]([F:37])=[CH:33][CH:32]=3)=[O:29])[C:13]1=[O:14])[CH2:15][CH2:16]2. The catalyst class is: 304.